Dataset: Full USPTO retrosynthesis dataset with 1.9M reactions from patents (1976-2016). Task: Predict the reactants needed to synthesize the given product. (1) Given the product [F:40][C:19]1[CH:20]=[C:21]([NH:24][C:25]([C:27]2[C:28](=[O:39])[N:29]([C:33]3[CH:38]=[CH:37][CH:36]=[CH:35][N:34]=3)[N:30]=[CH:31][CH:32]=2)=[O:26])[CH:22]=[CH:23][C:18]=1[O:17][C:16]1[CH:15]=[CH:14][N:13]=[C:12]2[NH:8][N:9]=[C:10]([NH:41][CH:42]3[CH2:47][CH2:46][N:45]([CH3:48])[CH2:44][CH2:43]3)[C:11]=12, predict the reactants needed to synthesize it. The reactants are: COC1C=CC(C[N:8]2[C:12]3=[N:13][CH:14]=[CH:15][C:16]([O:17][C:18]4[CH:23]=[CH:22][C:21]([NH:24][C:25]([C:27]5[C:28](=[O:39])[N:29]([C:33]6[CH:38]=[CH:37][CH:36]=[CH:35][N:34]=6)[N:30]=[CH:31][CH:32]=5)=[O:26])=[CH:20][C:19]=4[F:40])=[C:11]3[C:10]([NH:41][CH:42]3[CH2:47][CH2:46][N:45]([CH3:48])[CH2:44][CH2:43]3)=[N:9]2)=CC=1.FC(F)(F)C(O)=O. (2) Given the product [CH2:2]1[CH:1]([NH:4][C:5]2[C:6]3[N:7]=[CH:8][N:9]([C@H:20]4[CH:21]=[CH:22][C@@H:23]([CH2:25][OH:26])[CH2:24]4)[C:10]=3[N:11]=[C:12]([NH2:14])[N:13]=2)[CH2:3]1.[CH2:2]1[CH:1]([NH:4][C:5]2[C:6]3[N:7]=[CH:8][N:9]([C@H:20]4[CH:21]=[CH:22][C@@H:23]([CH2:25][OH:26])[CH2:24]4)[C:10]=3[N:11]=[C:12]([NH2:14])[N:13]=2)[CH2:3]1.[OH:39][S:37]([OH:40])(=[O:38])=[O:36], predict the reactants needed to synthesize it. The reactants are: [CH:1]1([NH:4][C:5]2[N:13]=[C:12]([NH:14]C(=O)C(C)C)[N:11]=[C:10]3[C:6]=2[N:7]=[CH:8][N:9]3[C@@H:20]2[CH2:24][C@H:23]([CH2:25][OH:26])[CH:22]=[CH:21]2)[CH2:3][CH2:2]1.[OH-].[Na+].C1(C)C=CC=CC=1.[OH:36][S:37]([OH:40])(=[O:39])=[O:38].